This data is from Catalyst prediction with 721,799 reactions and 888 catalyst types from USPTO. The task is: Predict which catalyst facilitates the given reaction. (1) Reactant: [CH:1]1([NH:4][C:5]([NH:7][C:8]2[CH:13]=[CH:12][C:11]([O:14][C:15]3[CH:20]=[CH:19][N:18]=[C:17]4[CH:21]=[C:22]([C:24]5[CH:29]=[CH:28][C:27]([CH:30]=O)=[CH:26][N:25]=5)[S:23][C:16]=34)=[C:10]([F:32])[CH:9]=2)=[O:6])[CH2:3][CH2:2]1.[NH2:33][CH2:34][CH2:35][C@H:36]([NH:40][C:41]([O:43][C:44]([CH3:47])([CH3:46])[CH3:45])=[O:42])[C:37]([OH:39])=O.C(O)(=O)C.[BH-](OC(C)=O)(OC(C)=O)OC(C)=O.[Na+]. Product: [CH:1]1([NH:4][C:5](=[O:6])[NH:7][C:8]2[CH:13]=[CH:12][C:11]([O:14][C:15]3[CH:20]=[CH:19][N:18]=[C:17]4[CH:21]=[C:22]([C:24]5[N:25]=[CH:26][C:27]([CH2:30][N:33]6[CH2:34][CH2:35][C@H:36]([NH:40][C:41](=[O:42])[O:43][C:44]([CH3:47])([CH3:46])[CH3:45])[C:37]6=[O:39])=[CH:28][CH:29]=5)[S:23][C:16]=34)=[C:10]([F:32])[CH:9]=2)[CH2:3][CH2:2]1. The catalyst class is: 2. (2) Reactant: [NH2:1][C:2]1[CH:6]=[C:5]([Br:7])[S:4][C:3]=1[C:8]([NH:10][CH2:11][C:12]1[CH:17]=[CH:16][C:15]([O:18][CH3:19])=[CH:14][CH:13]=1)=[O:9].[O-]S([O-])(=O)=O.[Mg+2].CO[C:28](OC)([CH3:30])[CH3:29].CC1C=CC(S(O)(=O)=O)=CC=1.C([O-])(O)=O.[Na+]. The catalyst class is: 44. Product: [Br:7][C:5]1[S:4][C:3]2[C:8](=[O:9])[N:10]([CH2:11][C:12]3[CH:17]=[CH:16][C:15]([O:18][CH3:19])=[CH:14][CH:13]=3)[C:28]([CH3:30])([CH3:29])[NH:1][C:2]=2[CH:6]=1. (3) Reactant: C(OC([NH:8][C:9]([CH3:16])([CH3:15])[C:10]([O:12][CH2:13][CH3:14])=[O:11])=O)(C)(C)C.[ClH:17].O1CCOCC1. Product: [ClH:17].[NH2:8][C:9]([CH3:16])([CH3:15])[C:10]([O:12][CH2:13][CH3:14])=[O:11]. The catalyst class is: 2. (4) Reactant: [NH2:1][C:2]1[C:3]([Cl:11])=[C:4]([CH:8]=[CH:9][CH:10]=1)[C:5]([OH:7])=[O:6].[N:12]([O-])=O.[Na+].O.O.[Sn](Cl)Cl. Product: [ClH:11].[Cl:11][C:3]1[C:2]([NH:1][NH2:12])=[CH:10][CH:9]=[CH:8][C:4]=1[C:5]([OH:7])=[O:6]. The catalyst class is: 126. (5) Reactant: C([O:8][C@@H:9]1[CH2:14][CH2:13][C@H:12]([CH2:15][NH:16][C:17](=[O:28])[C:18]2[CH:23]=[CH:22][C:21]([O:24][CH2:25][O:26][CH3:27])=[CH:20][CH:19]=2)[CH2:11][CH2:10]1)C1C=CC=CC=1. Product: [OH:8][C@@H:9]1[CH2:14][CH2:13][C@H:12]([CH2:15][NH:16][C:17](=[O:28])[C:18]2[CH:19]=[CH:20][C:21]([O:24][CH2:25][O:26][CH3:27])=[CH:22][CH:23]=2)[CH2:11][CH2:10]1. The catalyst class is: 14. (6) Reactant: [Cl:1][C:2]1=[N:3][C:4]2[CH:16]=[C:15]([C:17](Cl)=[O:18])[CH:14]=[CH:13][C:5]=2[S:6][C:7]2[CH:12]=[CH:11][CH:10]=[CH:9][C:8]1=2.C(N(CC)CC)C.[CH3:27][C:28]1[O:32][C:31]([CH2:33][NH2:34])=[CH:30][CH:29]=1. Product: [Cl:1][C:2]1=[N:3][C:4]2[CH:16]=[C:15]([C:17]([NH:34][CH2:33][C:31]3[O:32][C:28]([CH3:27])=[CH:29][CH:30]=3)=[O:18])[CH:14]=[CH:13][C:5]=2[S:6][C:7]2[CH:12]=[CH:11][CH:10]=[CH:9][C:8]1=2. The catalyst class is: 4. (7) Reactant: [CH3:1][O:2][CH2:3]/[CH:4]=[CH:5]/[C:6]1[C:7]([NH:13][CH:14]2[CH2:19][CH2:18][N:17]([CH3:20])[CH2:16][CH2:15]2)=[CH:8][C:9]([NH2:12])=[N:10][CH:11]=1.Br[C:22]1[C:27]([C:28]#[N:29])=[N:26][CH:25]=[CH:24][N:23]=1.C1C=CC(P(C2C(C3C(P(C4C=CC=CC=4)C4C=CC=CC=4)=CC=C4C=3C=CC=C4)=C3C(C=CC=C3)=CC=2)C2C=CC=CC=2)=CC=1.CC(C)([O-])C.[Na+]. Product: [CH3:1][O:2][CH2:3]/[CH:4]=[CH:5]/[C:6]1[C:7]([NH:13][CH:14]2[CH2:15][CH2:16][N:17]([CH3:20])[CH2:18][CH2:19]2)=[CH:8][C:9]([NH:12][C:24]2[N:23]=[CH:22][C:27]([C:28]#[N:29])=[N:26][CH:25]=2)=[N:10][CH:11]=1. The catalyst class is: 12. (8) The catalyst class is: 20. Product: [F:19][C:4]([F:3])([F:18])[C:5]([O:7][S:21]([CH3:20])(=[O:23])=[O:22])([C:8]1[CH:13]=[CH:12][C:11]([O:14][CH2:15][O:16][CH3:17])=[CH:10][N:9]=1)[CH3:6]. Reactant: [H-].[Na+].[F:3][C:4]([F:19])([F:18])[C:5]([C:8]1[CH:13]=[CH:12][C:11]([O:14][CH2:15][O:16][CH3:17])=[CH:10][N:9]=1)([OH:7])[CH3:6].[CH3:20][S:21](Cl)(=[O:23])=[O:22].C([O-])(O)=O.[Na+]. (9) Reactant: Cl[CH2:2][C:3]([NH:5][C:6]1[C:7]([OH:28])=[CH:8][C:9]2[O:14][C:13]([CH3:16])([CH3:15])[C@@H:12]([OH:17])[C@H:11]([NH:18][CH2:19][CH2:20][C:21]3[CH:26]=[CH:25][CH:24]=[CH:23][CH:22]=3)[C:10]=2[CH:27]=1)=[O:4].[Cl-].[NH4+]. Product: [OH:17][C@H:12]1[C@H:11]([NH:18][CH2:19][CH2:20][C:21]2[CH:26]=[CH:25][CH:24]=[CH:23][CH:22]=2)[C:10]2[CH:27]=[C:6]3[C:7]([O:28][CH2:2][C:3](=[O:4])[NH:5]3)=[CH:8][C:9]=2[O:14][C:13]1([CH3:16])[CH3:15]. The catalyst class is: 273. (10) Reactant: [Cl-].O[NH3+:3].[C:4](=[O:7])([O-])[OH:5].[Na+].CS(C)=O.[CH2:13]([C:15]1[N:16]=[C:17]([CH2:46][CH2:47][CH3:48])[N:18]([CH2:31][C:32]2[CH:37]=[CH:36][C:35]([C:38]3[C:39]([C:44]#[N:45])=[CH:40][CH:41]=[CH:42][CH:43]=3)=[CH:34][CH:33]=2)[C:19](=[O:30])[C:20]=1[O:21][C:22]1[CH:27]=[CH:26][CH:25]=[C:24]([O:28][CH3:29])[CH:23]=1)[CH3:14]. Product: [CH2:13]([C:15]1[N:16]=[C:17]([CH2:46][CH2:47][CH3:48])[N:18]([CH2:31][C:32]2[CH:37]=[CH:36][C:35]([C:38]3[CH:43]=[CH:42][CH:41]=[CH:40][C:39]=3[C:44]3[NH:3][C:4](=[O:7])[O:5][N:45]=3)=[CH:34][CH:33]=2)[C:19](=[O:30])[C:20]=1[O:21][C:22]1[CH:27]=[CH:26][CH:25]=[C:24]([O:28][CH3:29])[CH:23]=1)[CH3:14]. The catalyst class is: 13.